This data is from Forward reaction prediction with 1.9M reactions from USPTO patents (1976-2016). The task is: Predict the product of the given reaction. (1) The product is: [CH2:16]([NH:19][C:5]1[CH:6]=[CH:7][N:8]=[C:9]2[NH:1][CH:2]=[CH:3][C:4]=12)[CH:17]=[CH2:18]. Given the reactants [NH:1]1[C:9]2[C:4](=[CH:5][CH:6]=[CH:7][N:8]=2)[CH:3]=[CH:2]1.CC(C)([O-])C.[Na+].[CH2:16]([NH2:19])[CH:17]=[CH2:18], predict the reaction product. (2) Given the reactants [F:1][C:2]1[CH:7]=[CH:6][CH:5]=[C:4]([F:8])[C:3]=1[N:9]1[C:14]2[N:15]=[C:16](S(C)=O)[N:17]=[C:18]([C:19]3[CH:20]=[C:21]([CH:28]=[CH:29][C:30]=3[CH3:31])[C:22]([NH:24][CH:25]([CH3:27])[CH3:26])=[O:23])[C:13]=2[CH2:12][NH:11][C:10]1=[O:35].[NH:36]1[CH2:40][CH2:39][CH2:38][CH2:37]1, predict the reaction product. The product is: [F:1][C:2]1[CH:7]=[CH:6][CH:5]=[C:4]([F:8])[C:3]=1[N:9]1[C:14]2[N:15]=[C:16]([N:36]3[CH2:40][CH2:39][CH2:38][CH2:37]3)[N:17]=[C:18]([C:19]3[CH:20]=[C:21]([CH:28]=[CH:29][C:30]=3[CH3:31])[C:22]([NH:24][CH:25]([CH3:27])[CH3:26])=[O:23])[C:13]=2[CH2:12][NH:11][C:10]1=[O:35]. (3) Given the reactants [CH3:1][C:2]1[CH:7]=[CH:6][C:5]([S:8]([O:11][CH2:12][CH:13]2[CH2:17][C:16]3[CH:18]=[CH:19][CH:20]=[C:21](Br)[C:15]=3[O:14]2)(=[O:10])=[O:9])=[CH:4][CH:3]=1.[Cl:23][C:24]1[CH:29]=[C:28]([Cl:30])[CH:27]=[CH:26][C:25]=1B(O)O.C(=O)([O-])[O-].[K+].[K+], predict the reaction product. The product is: [CH3:1][C:2]1[CH:7]=[CH:6][C:5]([S:8]([O:11][CH2:12][CH:13]2[CH2:17][C:16]3[CH:18]=[CH:19][CH:20]=[C:21]([C:27]4[CH:26]=[CH:25][C:24]([Cl:23])=[CH:29][C:28]=4[Cl:30])[C:15]=3[O:14]2)(=[O:10])=[O:9])=[CH:4][CH:3]=1. (4) Given the reactants Br[C:2]1[C:3]([C@@H:8]([NH:18][C:19](=[O:25])[O:20][C:21]([CH3:24])([CH3:23])[CH3:22])[CH2:9][C:10]2[CH:15]=[C:14]([F:16])[CH:13]=[C:12]([F:17])[CH:11]=2)=[N:4][CH:5]=[N:6][CH:7]=1.[C:26]([C:29]1[CH:30]=[C:31](B(O)O)[CH:32]=[CH:33][C:34]=1[F:35])(=[O:28])[NH2:27].CC1(C)C2C(=C(P(C3C=CC=CC=3)C3C=CC=CC=3)C=CC=2)OC2C(P(C3C=CC=CC=3)C3C=CC=CC=3)=CC=CC1=2.C([O-])([O-])=O.[K+].[K+], predict the reaction product. The product is: [C:26]([C:29]1[CH:30]=[C:31]([C:2]2[C:3]([C@@H:8]([NH:18][C:19](=[O:25])[O:20][C:21]([CH3:24])([CH3:23])[CH3:22])[CH2:9][C:10]3[CH:15]=[C:14]([F:16])[CH:13]=[C:12]([F:17])[CH:11]=3)=[N:4][CH:5]=[N:6][CH:7]=2)[CH:32]=[CH:33][C:34]=1[F:35])(=[O:28])[NH2:27]. (5) Given the reactants [F:1][C:2]([F:29])([F:28])[C:3]([C:5]1[CH:13]=[CH:12][CH:11]=[C:10]2[C:6]=1[CH2:7][CH2:8][C@H:9]2[O:14][C:15]1[CH:27]=[CH:26][C:18]2[C@H:19]([CH2:22][C:23]([OH:25])=[O:24])[CH2:20][O:21][C:17]=2[CH:16]=1)=[O:4].[CH3:30][Mg]Br, predict the reaction product. The product is: [F:29][C:2]([F:1])([F:28])[C:3]([C:5]1[CH:13]=[CH:12][CH:11]=[C:10]2[C:6]=1[CH2:7][CH2:8][C@H:9]2[O:14][C:15]1[CH:27]=[CH:26][C:18]2[C@H:19]([CH2:22][C:23]([OH:25])=[O:24])[CH2:20][O:21][C:17]=2[CH:16]=1)([OH:4])[CH3:30]. (6) Given the reactants [CH3:1][N:2]([C:4]([NH:6][C:7]([NH2:9])=[NH:8])=[NH:5])[CH3:3].[CH3:10][CH2:11]/[CH:12]=[CH:13]\[CH2:14]/[CH:15]=[CH:16]\[CH2:17]/[CH:18]=[CH:19]\[CH2:20]/[CH:21]=[CH:22]\[CH2:23]/[CH:24]=[CH:25]\[CH2:26][CH2:27][CH2:28][C:29]([OH:31])=[O:30].N#N, predict the reaction product. The product is: [C:29]([O-:31])(=[O:30])[CH2:28][CH2:27][CH2:26]/[CH:25]=[CH:24]\[CH2:23]/[CH:22]=[CH:21]\[CH2:20]/[CH:19]=[CH:18]\[CH2:17]/[CH:16]=[CH:15]\[CH2:14]/[CH:13]=[CH:12]\[CH2:11][CH3:10].[NH2:9][C:7]([NH:6][C:4]([N:2]([CH3:3])[CH3:1])=[NH2+:5])=[NH:8]. (7) Given the reactants [CH3:1][O:2][CH2:3][CH2:4][OH:5].[H-].[Na+].[CH2:8]([O:15][C:16]1[C:21]([CH3:22])=[CH:20][C:19]([C:23]2[NH:32][C:31](=[O:33])[C:30]3[C:25](=[CH:26][C:27]([F:35])=[CH:28][C:29]=3F)[N:24]=2)=[CH:18][C:17]=1[CH3:36])[C:9]1[CH:14]=[CH:13][CH:12]=[CH:11][CH:10]=1.O, predict the reaction product. The product is: [CH2:8]([O:15][C:16]1[C:17]([CH3:36])=[CH:18][C:19]([C:23]2[NH:32][C:31](=[O:33])[C:30]3[C:25](=[CH:26][C:27]([F:35])=[CH:28][C:29]=3[O:5][CH2:4][CH2:3][O:2][CH3:1])[N:24]=2)=[CH:20][C:21]=1[CH3:22])[C:9]1[CH:14]=[CH:13][CH:12]=[CH:11][CH:10]=1. (8) Given the reactants C(Cl)(=O)C(Cl)=O.CS(C)=O.[OH:11][CH2:12][CH:13]1[CH2:18][CH2:17][N:16]([CH2:19][CH2:20][CH2:21][C:22]([O:24][C:25]([CH3:28])([CH3:27])[CH3:26])=[O:23])[CH2:15][CH2:14]1.C(N(CC)CC)C, predict the reaction product. The product is: [CH:12]([CH:13]1[CH2:18][CH2:17][N:16]([CH2:19][CH2:20][CH2:21][C:22]([O:24][C:25]([CH3:28])([CH3:27])[CH3:26])=[O:23])[CH2:15][CH2:14]1)=[O:11].